From a dataset of Full USPTO retrosynthesis dataset with 1.9M reactions from patents (1976-2016). Predict the reactants needed to synthesize the given product. (1) Given the product [C:19]([NH:2][C@@H:3]([CH3:9])[CH2:4][C:5]([O:7][CH3:8])=[O:6])(=[O:21])[CH3:20], predict the reactants needed to synthesize it. The reactants are: Cl.[NH2:2][C@@H:3]([CH3:9])[CH2:4][C:5]([O:7][CH3:8])=[O:6].CCN(C(C)C)C(C)C.[C:19](Cl)(=[O:21])[CH3:20]. (2) Given the product [NH2:7][C:8]12[CH2:15][CH:14]3[CH2:16][C:10]([C:17]4[CH:18]=[CH:19][C:20]([N:23]5[CH2:27][CH2:26][N:25]([CH3:28])[C:24]5=[O:29])=[CH:21][CH:22]=4)([CH2:11][CH:12]1[CH2:13]3)[CH2:9]2, predict the reactants needed to synthesize it. The reactants are: C(OC(=O)[NH:7][C:8]12[CH2:15][CH:14]3[CH2:16][C:10]([C:17]4[CH:22]=[CH:21][C:20]([N:23]5[CH2:27][CH2:26][N:25]([CH3:28])[C:24]5=[O:29])=[CH:19][CH:18]=4)([CH2:11][CH:12]1[CH2:13]3)[CH2:9]2)(C)(C)C.C(Cl)Cl. (3) Given the product [NH:9]1[CH2:8][CH2:7][O:6][C:5]2[CH:10]=[N:11][C:2]([OH:12])=[CH:3][C:4]1=2, predict the reactants needed to synthesize it. The reactants are: Cl[C:2]1[N:11]=[CH:10][C:5]2[O:6][CH2:7][CH2:8][NH:9][C:4]=2[CH:3]=1.[OH-:12].[K+].C(P(C(C)(C)C)C1C(C)=C(C)C(C)C(C)(CCC)C=1C1C=CC(CCC)=CC=1CCC)(C)(C)C. (4) Given the product [CH3:1][O:2][C:3]([NH:5][C@@H:6]([CH:7]([O:85][CH3:84])[CH3:9])[C:10]([N:12]1[CH2:16][C@@H:15]([CH2:17][O:18][CH3:19])[CH2:14][C@H:13]1[C:20]1[NH:24][C:23]2[C:25]3[C:30]([CH:31]=[CH:32][C:22]=2[N:21]=1)=[CH:29][C:28]1[C:33]2[C:38]([CH2:39][O:40][C:27]=1[CH:26]=3)=[CH:37][C:36]([C:41]1[NH:45][C:44]([C@@H:46]3[CH2:50][CH2:49][CH2:48][N:47]3[C:65](=[O:67])[C@H:64]([NH:63][C:61](=[O:62])[O:60][CH3:59])[C:68]3[CH:73]=[CH:72][CH:71]=[CH:70][CH:69]=3)=[N:43][CH:42]=1)=[CH:35][CH:34]=2)=[O:11])=[O:4], predict the reactants needed to synthesize it. The reactants are: [CH3:1][O:2][C:3]([NH:5][C@H:6]([C:10]([N:12]1[CH2:16][C@@H:15]([CH2:17][O:18][CH3:19])[CH2:14][C@H:13]1[C:20]1[NH:24][C:23]2[C:25]3[C:30]([CH:31]=[CH:32][C:22]=2[N:21]=1)=[CH:29][C:28]1[C:33]2[C:38]([CH2:39][O:40][C:27]=1[CH:26]=3)=[CH:37][C:36]([C:41]1[NH:45][C:44]([C@@H:46]3[CH2:50][CH2:49][CH2:48][N:47]3C(OC(C)(C)C)=O)=[N:43][CH:42]=1)=[CH:35][CH:34]=2)=[O:11])[CH:7]([CH3:9])C)=[O:4].Cl.[CH3:59][O:60][C:61]([NH:63][C@H:64]([C:68]1[CH:73]=[CH:72][CH:71]=[CH:70][CH:69]=1)[C:65]([OH:67])=O)=[O:62].CCN(C(C)C)C(C)C.C[CH2:84][O:85]C(C(C#N)=NOC(N1CCOCC1)=[N+](C)C)=O.F[P-](F)(F)(F)(F)F.